Task: Predict the reactants needed to synthesize the given product.. Dataset: Full USPTO retrosynthesis dataset with 1.9M reactions from patents (1976-2016) Given the product [CH3:24][O:15][C:14]([C:11]1([C:17]2[CH:22]=[CH:21][C:20]([Cl:23])=[CH:19][CH:18]=2)[CH2:10][CH2:9][N:8]([C:6]([O:5][C:1]([CH3:4])([CH3:2])[CH3:3])=[O:7])[CH2:13][CH2:12]1)=[O:16], predict the reactants needed to synthesize it. The reactants are: [C:1]([O:5][C:6]([N:8]1[CH2:13][CH2:12][C:11]([C:17]2[CH:22]=[CH:21][C:20]([Cl:23])=[CH:19][CH:18]=2)([C:14]([OH:16])=[O:15])[CH2:10][CH2:9]1)=[O:7])([CH3:4])([CH3:3])[CH3:2].[CH:24]1C=CC=CC=1.C[Si](C=[N+]=[N-])(C)C.